From a dataset of Reaction yield outcomes from USPTO patents with 853,638 reactions. Predict the reaction yield, written as a fraction of the theoretical maximum amount of product (1.0 means a 100% yield; for example, 0.34 means a 34% yield). (1) The reactants are [CH3:1][C:2]1[O:3][C:4]2[C:10]([C:11](OCC)=[O:12])=[CH:9][CH:8]=[CH:7][C:5]=2[N:6]=1.[H-].[Al+3].[Li+].[H-].[H-].[H-]. The yield is 0.680. The product is [CH3:1][C:2]1[O:3][C:4]2[C:10]([CH2:11][OH:12])=[CH:9][CH:8]=[CH:7][C:5]=2[N:6]=1. The catalyst is O1CCCC1. (2) The reactants are [Br:1][C:2]1[C:3]([N:11]2[CH2:16][CH2:15][N:14]([C:17](=[O:35])[C@H:18]([NH:27]C(=O)OC(C)(C)C)[CH2:19][C:20]3[CH:25]=[CH:24][C:23]([Cl:26])=[CH:22][CH:21]=3)[CH2:13][CH2:12]2)=[C:4]2[CH:10]=[CH:9][NH:8][C:5]2=[N:6][CH:7]=1.C(O)(C(F)(F)F)=O. The catalyst is C(Cl)Cl. The product is [NH2:27][C@H:18]([CH2:19][C:20]1[CH:25]=[CH:24][C:23]([Cl:26])=[CH:22][CH:21]=1)[C:17]([N:14]1[CH2:15][CH2:16][N:11]([C:3]2[C:2]([Br:1])=[CH:7][N:6]=[C:5]3[NH:8][CH:9]=[CH:10][C:4]=23)[CH2:12][CH2:13]1)=[O:35]. The yield is 0.880. (3) The reactants are [C:1]([O:5][C:6](=[O:27])[CH2:7]/[N:8]=[CH:9]/[CH2:10][C:11]([CH3:26])([CH3:25])[CH2:12][CH2:13][O:14][CH2:15][CH2:16][O:17][Si:18]([C:21]([CH3:24])([CH3:23])[CH3:22])([CH3:20])[CH3:19])([CH3:4])([CH3:3])[CH3:2].[Cl:28][C:29]1[C:30]([F:47])=[C:31](/[CH:35]=[C:36](/[C:39]2[CH:44]=[CH:43][C:42]([Cl:45])=[CH:41][C:40]=2[F:46])\[C:37]#[N:38])[CH:32]=[CH:33][CH:34]=1.C(N(CC)CC)C.C1CCN2C(=NCCC2)CC1. The catalyst is ClCCl.C(O)(C)(C)C. The product is [C:1]([O:5][C:6]([CH:7]1[CH:35]([C:31]2[CH:32]=[CH:33][CH:34]=[C:29]([Cl:28])[C:30]=2[F:47])[C:36]([C:39]2[CH:44]=[CH:43][C:42]([Cl:45])=[CH:41][C:40]=2[F:46])([C:37]#[N:38])[CH:9]([CH2:10][C:11]([CH3:26])([CH3:25])[CH2:12][CH2:13][O:14][CH2:15][CH2:16][O:17][Si:18]([C:21]([CH3:24])([CH3:23])[CH3:22])([CH3:20])[CH3:19])[NH:8]1)=[O:27])([CH3:4])([CH3:2])[CH3:3]. The yield is 0.600.